Dataset: NCI-60 drug combinations with 297,098 pairs across 59 cell lines. Task: Regression. Given two drug SMILES strings and cell line genomic features, predict the synergy score measuring deviation from expected non-interaction effect. Drug 1: CNC(=O)C1=CC=CC=C1SC2=CC3=C(C=C2)C(=NN3)C=CC4=CC=CC=N4. Drug 2: CN1C(=O)N2C=NC(=C2N=N1)C(=O)N. Cell line: SK-MEL-5. Synergy scores: CSS=-17.4, Synergy_ZIP=6.49, Synergy_Bliss=-2.61, Synergy_Loewe=-12.1, Synergy_HSA=-11.2.